This data is from Experimentally validated miRNA-target interactions with 360,000+ pairs, plus equal number of negative samples. The task is: Binary Classification. Given a miRNA mature sequence and a target amino acid sequence, predict their likelihood of interaction. (1) The miRNA is hsa-miR-181a-5p with sequence AACAUUCAACGCUGUCGGUGAGU. The protein sequence of the target gene is MAAQPPRGIRLSALCPKFLHTNSTSHTWPFSAVAELIDNAYDPDVNAKQIWIDKTVINDHICLTFTDNGNGMTSDKLHKMLSFGFSDKVTMNGHVPVGLYGNGFKSGSMRLGKDAIVFTKNGESMSVGLLSQTYLEVIKAEHVVVPIVAFNKHRQMINLAESKASLAAILEHSLFSTEQKLLAELDAIIGKKGTRIIIWNLRSYKNATEFDFEKDKYDIRIPEDLDEITGKKGYKKQERMDQIAPESDYSLRAYCSILYLKPRMQIILRGQKVKTQLVSKSLAYIERDVYRPKFLSKTVR.... Result: 0 (no interaction). (2) Result: 1 (interaction). The protein sequence of the target gene is METRYNLKSPAVKRLMKEAAELKDPTDHYHAQPLEDNLFEWHFTVRGPPDSDFDGGVYHGRIVLPPEYPMKPPSIILLTANGRFEVGKKICLSISGHHPETWQPSWSIRTALLAIIGFMPTKGEGAIGSLDYTPEERRALAKKSQDFCCEGCGSAMKDVLLPLKSGSDSSQADQEAKELARQISFKAEVNSSGKTISESDLNHSFSLTDLQDDIPTTFQGATASTSYGLQNSSAASFHQPTQPVAKNTSMSPRQRRAQQQSQRRLSTSPDVIQGHQPRDNHTDHGGSAVLIVILTLALAA.... The miRNA is hsa-miR-3157-5p with sequence UUCAGCCAGGCUAGUGCAGUCU. (3) The miRNA is hsa-miR-6798-5p with sequence CCAGGGGGAUGGGCGAGCUUGGG. The protein sequence of the target gene is METLYRVPFLVLECPNLKLKKPPWLHMPSAMTVYALVVVSYFLITGGIIYDVIVEPPSVGSMTDEHGHQRPVAFLAYRVNGQYIMEGLASSFLFTMGGLGFIILDRSNAPNIPKLNRFLLLFIGFVCVLLSFFMARVFMRMKLPGYLMG. Result: 0 (no interaction). (4) The miRNA is cfa-miR-421 with sequence AUCAACAGACAUUAAUUGGGCG. The protein sequence of the target gene is MEAPAAGLFLLLLLGTWAPAPGSASSEAPPLINEDVKRTVDLSSHLAKVTAEVVLAHLGGGSTSRATSFLLALEPELEARLAHLGVQVKGEDEEENNLEVRETKIKGKSGRFFTVKLPVALDPGAKISVIVETVYTHVLHPYPTQITQSEKQFVVFEGNHYFYSPYPTKTQTMRVKLASRNVESYTKLGNPTRSEDLLDYGPFRDVPAYSQDTFKVHYENNSPFLTITSMTRVIEVSHWGNIAVEENVDLKHTGAVLKGPFSRYDYQRQPDSGISSIRSFKTILPAAAQDVYYRDEIGNV.... Result: 0 (no interaction). (5) The miRNA is hsa-miR-4699-5p with sequence AGAAGAUUGCAGAGUAAGUUCC. The protein sequence of the target gene is MLSNLHELLPNHLMETLYSRKSEEDKKKCENPELSGLERILARHQLPKEINLTPKPNRMPPWKRKIINNVTDGWKKCHLLKRNTKEPPMSTIVVRKLIQKNVPRRHSLRNTSRKLRNLPTTAKGTQTGKSQCLLGISEPT. Result: 0 (no interaction). (6) The miRNA is hsa-miR-4691-5p with sequence GUCCUCCAGGCCAUGAGCUGCGG. The protein sequence of the target gene is MASSGSVQQLPLVLLMLLLASAARARLYFRSGQTCYHPIRGDQLALLGRRTYPRPHEYLSPADLPKNWDWRNVNGVNYASVTRNQHIPQYCGSCWAHGSTSAMADRINIKRKGAWPSILLSVQNVIDCGNAGSCEGGNDLPVWEYAHKHGIPDETCNNYQAKDQDCDKFNQCGTCTEFKECHTIQNYTLWRVGDYGSLSGREKMMAEIYANGPISCGIMATEMMSNYTGGIYAEHQDQAVINHIISVAGWGVSNDGIEYWIVRNSWGEPWGEKGWMRIVTSTYKGGTGDSYNLAIESACT.... Result: 0 (no interaction). (7) The miRNA is hsa-miR-4456 with sequence CCUGGUGGCUUCCUUUU. The protein sequence of the target gene is MDPRCTMGLAILIFVTVLLISDAVSVETQAYFNGTAYLPCPFTKAQNISLSELVVFWQDQQKLVLYEHYLGTEKLDSVNAKYLGRTSFDRNNWTLRLHNVQIKDMGSYDCFIQKKPPTGSIILQQTLTELSVIANFSEPEIKLAQNVTGNSGINLTCTSKQGHPKPKKMYFLITNSTNEYGDNMQISQDNVTELFSISNSLSLSFPDGVWHMTVVCVLETESMKISSKPLNFTQEFPSPQTYWKEITASVTVALLLVMLLIIVCHKKPNQPSRPSNTASKLERDSNADRETINLKELEPQ.... Result: 0 (no interaction).